Dataset: Forward reaction prediction with 1.9M reactions from USPTO patents (1976-2016). Task: Predict the product of the given reaction. Given the reactants [S:1]([O-:5])([O-:4])(=[O:3])=[O:2].[Si]([O:13][CH:14]([C:41]1[CH:46]=[CH:45][C:44]([F:47])=[CH:43][CH:42]=1)[CH2:15][CH2:16][CH:17]1[C:20](=[O:21])[N:19]([C:22]2[CH:27]=[CH:26][C:25]([F:28])=[CH:24][CH:23]=2)[CH:18]1[C:29]1[CH:39]=[CH:38][C:32]([O:33][CH2:34][CH2:35][CH2:36][NH3+:37])=[CH:31][C:30]=1[OH:40])(C(C)(C)C)(C)C.[Si]([O:55][CH:56]([C:83]1[CH:88]=[CH:87][C:86]([F:89])=[CH:85][CH:84]=1)[CH2:57][CH2:58][CH:59]1[C:62](=[O:63])[N:61]([C:64]2[CH:69]=[CH:68][C:67]([F:70])=[CH:66][CH:65]=2)[CH:60]1[C:71]1[CH:81]=[CH:80][C:74]([O:75][CH2:76][CH2:77][CH2:78][NH3+:79])=[CH:73][C:72]=1[OH:82])(C(C)(C)C)(C)C.N, predict the reaction product. The product is: [S:1]([O-:5])([O-:4])(=[O:3])=[O:2].[F:28][C:25]1[CH:24]=[CH:23][C:22]([N:19]2[C:20](=[O:21])[CH:17]([CH2:16][CH2:15][CH:14]([C:41]3[CH:46]=[CH:45][C:44]([F:47])=[CH:43][CH:42]=3)[OH:13])[CH:18]2[C:29]2[CH:39]=[CH:38][C:32]([O:33][CH2:34][CH2:35][CH2:36][NH3+:37])=[CH:31][C:30]=2[OH:40])=[CH:27][CH:26]=1.[F:70][C:67]1[CH:66]=[CH:65][C:64]([N:61]2[C:62](=[O:63])[CH:59]([CH2:58][CH2:57][CH:56]([OH:55])[C:83]3[CH:84]=[CH:85][C:86]([F:89])=[CH:87][CH:88]=3)[CH:60]2[C:71]2[CH:81]=[CH:80][C:74]([O:75][CH2:76][CH2:77][CH2:78][NH3+:79])=[CH:73][C:72]=2[OH:82])=[CH:69][CH:68]=1.